From a dataset of Reaction yield outcomes from USPTO patents with 853,638 reactions. Predict the reaction yield, written as a fraction of the theoretical maximum amount of product (1.0 means a 100% yield; for example, 0.34 means a 34% yield). (1) The product is [CH3:14][C@H:13]([CH2:6][CH2:7][CH3:8])[CH2:12][C:11]([N:16]1[C@H:20]([C:21]2[CH:22]=[CH:23][CH:24]=[CH:25][CH:26]=2)[CH2:19][O:18][C:17]1=[O:27])=[O:15]. The reactants are CCOCC.[CH2:6]([Mg]Cl)[CH2:7][CH3:8].[C:11]([N:16]1[C@H:20]([C:21]2[CH:26]=[CH:25][CH:24]=[CH:23][CH:22]=2)[CH2:19][O:18][C:17]1=[O:27])(=[O:15])[CH:12]=[CH:13][CH3:14]. The yield is 1.00. The catalyst is C1COCC1. (2) The reactants are [F:1][C:2]1[CH:3]=[C:4]([N+:9]([O-:11])=[O:10])[CH:5]=[CH:6][C:7]=1F.[CH3:12][S-:13].[Na+]. The catalyst is O. The product is [F:1][C:2]1[CH:3]=[C:4]([N+:9]([O-:11])=[O:10])[CH:5]=[CH:6][C:7]=1[S:13][CH3:12]. The yield is 0.630. (3) The reactants are [CH2:1]([C:3]([C:22]1[CH:27]=[CH:26][C:25](/[CH:28]=[CH:29]/[C:30]2([OH:35])[CH2:34][CH2:33][CH2:32][CH2:31]2)=[C:24]([CH3:36])[CH:23]=1)([C:6]1[CH:11]=[CH:10][C:9](B2OC(C)(C)C(C)(C)O2)=[C:8]([CH3:21])[CH:7]=1)[CH2:4][CH3:5])[CH3:2].[CH3:37][O:38][C:39](=[O:48])[CH2:40][C:41]1[CH:42]=[N:43][CH:44]=[C:45](Br)[CH:46]=1.P([O-])([O-])([O-])=O.[K+].[K+].[K+]. The catalyst is CN(C)C=O. The product is [CH3:37][O:38][C:39](=[O:48])[CH2:40][C:41]1[CH:42]=[N:43][CH:44]=[C:45]([C:9]2[CH:10]=[CH:11][C:6]([C:3]([CH2:4][CH3:5])([C:22]3[CH:27]=[CH:26][C:25](/[CH:28]=[CH:29]/[C:30]4([OH:35])[CH2:31][CH2:32][CH2:33][CH2:34]4)=[C:24]([CH3:36])[CH:23]=3)[CH2:1][CH3:2])=[CH:7][C:8]=2[CH3:21])[CH:46]=1. The yield is 0.780. (4) The product is [ClH:1].[ClH:27].[Cl:27][C:28]1[CH:33]=[C:32]([C:2]2[CH:11]=[CH:10][C:9]3[C:4](=[C:5]([NH:16][C:17]4[CH:22]=[CH:21][C:20]([CH2:23][N:24]([CH3:26])[CH3:25])=[CH:19][CH:18]=4)[C:6]([S:12]([CH3:15])(=[O:14])=[O:13])=[CH:7][N:8]=3)[N:3]=2)[CH:31]=[C:30]([Cl:43])[C:29]=1[OH:44]. No catalyst specified. The yield is 0.420. The reactants are [Cl:1][C:2]1[N:3]=[C:4]2[C:9](=[CH:10][CH:11]=1)[N:8]=[CH:7][C:6]([S:12]([CH3:15])(=[O:14])=[O:13])=[C:5]2[NH:16][C:17]1[CH:22]=[CH:21][C:20]([CH2:23][N:24]([CH3:26])[CH3:25])=[CH:19][CH:18]=1.[Cl:27][C:28]1[CH:33]=[C:32](B2OC(C)(C)C(C)(C)O2)[CH:31]=[C:30]([Cl:43])[C:29]=1[OH:44].C1(N)C(F)=C(F)C(F)=C(N)C=1F.Cl.Cl. (5) The reactants are Br[C:2]1[CH:7]=[CH:6][C:5]([Br:8])=[CH:4][CH:3]=1.[F:9][C:10]1([F:14])[CH2:13][NH:12][CH2:11]1.Cl.C1C=CC(P(C2C(C3C(P(C4C=CC=CC=4)C4C=CC=CC=4)=CC=C4C=3C=CC=C4)=C3C(C=CC=C3)=CC=2)C2C=CC=CC=2)=CC=1.CC([O-])(C)C.[Na+]. The catalyst is C1C=CC(/C=C/C(/C=C/C2C=CC=CC=2)=O)=CC=1.C1C=CC(/C=C/C(/C=C/C2C=CC=CC=2)=O)=CC=1.C1C=CC(/C=C/C(/C=C/C2C=CC=CC=2)=O)=CC=1.[Pd].[Pd].C1(C)C=CC=CC=1. The product is [Br:8][C:5]1[CH:6]=[CH:7][C:2]([N:12]2[CH2:13][C:10]([F:14])([F:9])[CH2:11]2)=[CH:3][CH:4]=1. The yield is 0.380.